From a dataset of Full USPTO retrosynthesis dataset with 1.9M reactions from patents (1976-2016). Predict the reactants needed to synthesize the given product. Given the product [F:1][C:2]1[CH:7]=[C:6]([F:8])[CH:5]=[CH:4][C:3]=1[CH2:9][CH2:10][C:11]1[N:16]([CH2:17][C:18]([OH:20])=[O:19])[C:15]2[N:23]=[CH:24][CH:25]=[CH:26][C:14]=2[C:13](=[O:27])[N:12]=1, predict the reactants needed to synthesize it. The reactants are: [F:1][C:2]1[CH:7]=[C:6]([F:8])[CH:5]=[CH:4][C:3]=1[CH2:9][CH2:10][C:11]1[N:16]([CH2:17][C:18]([O:20]CC)=[O:19])[C:15]2[N:23]=[CH:24][CH:25]=[CH:26][C:14]=2[C:13](=[O:27])[N:12]=1.[OH-].[Li+].